Dataset: Reaction yield outcomes from USPTO patents with 853,638 reactions. Task: Predict the reaction yield, written as a fraction of the theoretical maximum amount of product (1.0 means a 100% yield; for example, 0.34 means a 34% yield). (1) The reactants are [CH2:1]([N:8]1[CH2:13][CH2:12][NH:11][C:10]2[N:14]=[CH:15][C:16](I)=[CH:17][C:9]1=2)[C:2]1[CH:7]=[CH:6][CH:5]=[CH:4][CH:3]=1.[N:19]1[CH:24]=[CH:23][CH:22]=[C:21](B(O)O)[CH:20]=1. No catalyst specified. The product is [CH2:1]([N:8]1[CH2:13][CH2:12][NH:11][C:10]2[N:14]=[CH:15][C:16]([C:21]3[CH:20]=[N:19][CH:24]=[CH:23][CH:22]=3)=[CH:17][C:9]1=2)[C:2]1[CH:7]=[CH:6][CH:5]=[CH:4][CH:3]=1. The yield is 0.230. (2) The reactants are [NH2:1][C:2]1[S:6][N:5]=[C:4]([CH3:7])[C:3]=1[C:8]([OH:10])=O.S(Cl)(Cl)=O.[F:15][C:16]1[CH:17]=[C:18]([CH:20]=[CH:21][C:22]=1[F:23])[NH2:19].C(N(CC)CC)C. The catalyst is O. The product is [NH2:1][C:2]1[S:6][N:5]=[C:4]([CH3:7])[C:3]=1[C:8]([NH:19][C:18]1[CH:20]=[CH:21][C:22]([F:23])=[C:16]([F:15])[CH:17]=1)=[O:10]. The yield is 0.550. (3) The reactants are [H-].[Na+].[C:3]([CH2:5]P(=O)(OCC)OCC)#[N:4].Br[C:15]1[CH:16]=[CH:17][C:18]([O:21][CH3:22])=[N:19][CH:20]=1.[F:23][C:24]1[CH:25]=[C:26]([CH:29]=[CH:30][CH:31]=1)[CH:27]=O. The catalyst is COCCOC.[Cl-].[NH4+].C(OCC)(=O)C.C1C=CC(/C=C/C(/C=C/C2C=CC=CC=2)=O)=CC=1.C1C=CC(/C=C/C(/C=C/C2C=CC=CC=2)=O)=CC=1.C1C=CC(/C=C/C(/C=C/C2C=CC=CC=2)=O)=CC=1.[Pd].[Pd]. The product is [F:23][C:24]1[CH:25]=[C:26](/[CH:27]=[C:5](\[C:15]2[CH:20]=[N:19][C:18]([O:21][CH3:22])=[CH:17][CH:16]=2)/[C:3]#[N:4])[CH:29]=[CH:30][CH:31]=1. The yield is 0.290. (4) The yield is 0.240. The reactants are [C:1]1([CH:7]2[C:12]3=[N:13][NH:14][C:15](=[O:20])[C:16]4[CH:17]=[CH:18][CH:19]=[C:10]([C:11]=43)[NH:9][C:8]2=O)[CH:6]=[CH:5][CH:4]=[CH:3][CH:2]=1.O1CCOCC1.CCN(CC)CC. The product is [C:1]1([CH:7]2[C:12]3=[N:13][NH:14][C:15](=[O:20])[C:16]4[CH:17]=[CH:18][CH:19]=[C:10]([C:11]=43)[NH:9][CH2:8]2)[CH:2]=[CH:3][CH:4]=[CH:5][CH:6]=1. The catalyst is C1COCC1.